From a dataset of Reaction yield outcomes from USPTO patents with 853,638 reactions. Predict the reaction yield, written as a fraction of the theoretical maximum amount of product (1.0 means a 100% yield; for example, 0.34 means a 34% yield). (1) The reactants are [Br:1][C:2]1[CH:3]=[C:4]([N:8]2[C:16]3[C:11](=[CH:12][C:13]([C:17]4[CH:21]=[CH:20][N:19]([CH3:22])[N:18]=4)=[CH:14][CH:15]=3)[C:10]([C:23]([O:25]C)=O)=[N:9]2)[CH:5]=[CH:6][CH:7]=1.C([NH2:29])=O. No catalyst specified. The product is [Br:1][C:2]1[CH:3]=[C:4]([N:8]2[C:16]3[C:11](=[CH:12][C:13]([C:17]4[CH:21]=[CH:20][N:19]([CH3:22])[N:18]=4)=[CH:14][CH:15]=3)[C:10]([C:23]([NH2:29])=[O:25])=[N:9]2)[CH:5]=[CH:6][CH:7]=1. The yield is 0.980. (2) The reactants are [CH2:1]([N:8]1[CH2:12][CH2:11][CH:10]([C@@H:13]2[CH2:15][C@@H:14]2[C:16]([O:18][C:19]([CH3:22])([CH3:21])[CH3:20])=[O:17])[C:9]1=S)[C:2]1[CH:7]=[CH:6][CH:5]=[CH:4][CH:3]=1. The catalyst is [Ni].C(O)C. The product is [CH2:1]([N:8]1[CH2:12][CH2:11][CH:10]([C@H:13]2[CH2:15][C@@H:14]2[C:16]([O:18][C:19]([CH3:22])([CH3:21])[CH3:20])=[O:17])[CH2:9]1)[C:2]1[CH:3]=[CH:4][CH:5]=[CH:6][CH:7]=1. The yield is 0.813.